From a dataset of Catalyst prediction with 721,799 reactions and 888 catalyst types from USPTO. Predict which catalyst facilitates the given reaction. (1) Reactant: [F:1][C:2]([F:26])([C:19]1[CH:24]=[CH:23][C:22]([F:25])=[CH:21][N:20]=1)[C:3]1[N:12]=[C:11](SC)[C:10]2[C:5](=[C:6]([NH:15][C:16](=[O:18])[CH3:17])[CH:7]=[CH:8][CH:9]=2)[N:4]=1.ClC1C=CC=C(C(OO)=O)C=1.S([O-])([O-])(=O)=S.[Na+].[Na+].C(=O)(O)[O-].[Na+].[CH3:50][C:51]1[NH:55][N:54]=[C:53]([NH2:56])[CH:52]=1. Product: [F:1][C:2]([F:26])([C:19]1[CH:24]=[CH:23][C:22]([F:25])=[CH:21][N:20]=1)[C:3]1[N:12]=[C:11]([NH:56][C:53]2[CH:52]=[C:51]([CH3:50])[NH:55][N:54]=2)[C:10]2[C:5](=[C:6]([NH:15][C:16](=[O:18])[CH3:17])[CH:7]=[CH:8][CH:9]=2)[N:4]=1. The catalyst class is: 168. (2) Reactant: CO.[N+:3]([C:6]1[CH:18]=[C:17](/[CH:19]=[CH:20]/[C:21]2[CH:26]=[CH:25][CH:24]=[CH:23][CH:22]=2)[CH:16]=[CH:15][C:7]=1[C:8]([O:10][C:11]([CH3:14])([CH3:13])[CH3:12])=[O:9])([O-])=O. Product: [NH2:3][C:6]1[CH:18]=[C:17]([CH2:19][CH2:20][C:21]2[CH:22]=[CH:23][CH:24]=[CH:25][CH:26]=2)[CH:16]=[CH:15][C:7]=1[C:8]([O:10][C:11]([CH3:14])([CH3:13])[CH3:12])=[O:9]. The catalyst class is: 849. (3) Reactant: [Cl:1][C:2]1[C:3]([F:42])=[C:4]([C@@H:8]2[C@:12]([C:15]3[CH:20]=[CH:19][C:18]([Cl:21])=[CH:17][C:16]=3[F:22])([C:13]#[N:14])[C@H:11]([CH2:23][C:24]([CH3:27])([CH3:26])[CH3:25])[NH:10][C@H:9]2[C:28]([NH:30][C:31]2[CH:39]=[CH:38][C:34]([C:35](O)=[O:36])=[CH:33][C:32]=2[O:40][CH3:41])=[O:29])[CH:5]=[CH:6][CH:7]=1.CC[N:45](C(C)C)C(C)C.CN(C(ON1N=NC2C=CC=NC1=2)=[N+](C)C)C.F[P-](F)(F)(F)(F)F.N. Product: [C:35]([C:34]1[CH:38]=[CH:39][C:31]([NH:30][C:28]([C@H:9]2[C@H:8]([C:4]3[CH:5]=[CH:6][CH:7]=[C:2]([Cl:1])[C:3]=3[F:42])[C@:12]([C:15]3[CH:20]=[CH:19][C:18]([Cl:21])=[CH:17][C:16]=3[F:22])([C:13]#[N:14])[C@H:11]([CH2:23][C:24]([CH3:26])([CH3:25])[CH3:27])[NH:10]2)=[O:29])=[C:32]([O:40][CH3:41])[CH:33]=1)(=[O:36])[NH2:45]. The catalyst class is: 100. (4) Reactant: [N+:1]([C:4]1[CH:5]=[C:6]([C:10]2[O:11][C:12]3[C:13](=[C:15]([C:19]([OH:21])=O)[CH:16]=[CH:17][CH:18]=3)[N:14]=2)[CH:7]=[CH:8][CH:9]=1)([O-:3])=[O:2].C1C=CC2N(O)N=[N:28]C=2C=1.[NH4+].[Cl-].CCN(C(C)C)C(C)C.CCN=C=NCCCN(C)C. Product: [N+:1]([C:4]1[CH:5]=[C:6]([C:10]2[O:11][C:12]3[C:13](=[C:15]([C:19]([NH2:28])=[O:21])[CH:16]=[CH:17][CH:18]=3)[N:14]=2)[CH:7]=[CH:8][CH:9]=1)([O-:3])=[O:2]. The catalyst class is: 18.